The task is: Predict the reaction yield, written as a fraction of the theoretical maximum amount of product (1.0 means a 100% yield; for example, 0.34 means a 34% yield).. This data is from Reaction yield outcomes from USPTO patents with 853,638 reactions. (1) The reactants are Br[C:2]1[CH:3]=[C:4]([CH:9]=[CH:10][C:11]=1[CH3:12])[C:5]([O:7][CH3:8])=[O:6].[CH3:13][N:14](C)C=O. The catalyst is [C-]#N.[C-]#N.[Zn+2].C1C=CC([P]([Pd]([P](C2C=CC=CC=2)(C2C=CC=CC=2)C2C=CC=CC=2)([P](C2C=CC=CC=2)(C2C=CC=CC=2)C2C=CC=CC=2)[P](C2C=CC=CC=2)(C2C=CC=CC=2)C2C=CC=CC=2)(C2C=CC=CC=2)C2C=CC=CC=2)=CC=1. The product is [C:13]([C:2]1[CH:3]=[C:4]([CH:9]=[CH:10][C:11]=1[CH3:12])[C:5]([O:7][CH3:8])=[O:6])#[N:14]. The yield is 0.760. (2) The reactants are [Cl:1][C:2]1[CH:3]=[C:4]2[C:10]([C:11]3[N:16]=[C:15]([NH:17][CH:18]4[CH2:21][N:20]([C:22]([O:24][C@H:25]5[CH2:29][CH2:28][O:27][CH2:26]5)=[O:23])[CH2:19]4)[C:14]([F:30])=[CH:13][N:12]=3)=[CH:9][N:8](S(C3C=CC(C)=CC=3)(=O)=O)[C:5]2=[N:6][CH:7]=1.C[O-].[Na+].CO. The catalyst is CO. The product is [Cl:1][C:2]1[CH:3]=[C:4]2[C:10]([C:11]3[N:16]=[C:15]([NH:17][CH:18]4[CH2:19][N:20]([C:22]([O:24][C@H:25]5[CH2:29][CH2:28][O:27][CH2:26]5)=[O:23])[CH2:21]4)[C:14]([F:30])=[CH:13][N:12]=3)=[CH:9][NH:8][C:5]2=[N:6][CH:7]=1. The yield is 0.550. (3) The yield is 0.960. The product is [Cl:1][C:2]1[C:10]2[N:9]=[C:8]3[N:11]([C:15]4[C:20]([Cl:21])=[CH:19][C:18]([Cl:22])=[CH:17][C:16]=4[Cl:23])[CH2:12][CH2:13][CH2:14][N:7]3[C:6]=2[C:5]([CH:24]([NH:29][S:40]([CH2:39][C:38]([F:45])([F:44])[F:37])(=[O:42])=[O:41])[C:25]([F:26])([F:27])[F:28])=[CH:4][CH:3]=1. The catalyst is O1CCCC1.C(=O)(O)[O-].[Na+]. The reactants are [Cl:1][C:2]1[C:10]2[N:9]=[C:8]3[N:11]([C:15]4[C:20]([Cl:21])=[CH:19][C:18]([Cl:22])=[CH:17][C:16]=4[Cl:23])[CH2:12][CH2:13][CH2:14][N:7]3[C:6]=2[C:5]([CH:24]([NH2:29])[C:25]([F:28])([F:27])[F:26])=[CH:4][CH:3]=1.C(N(CC)CC)C.[F:37][C:38]([F:45])([F:44])[CH2:39][S:40](Cl)(=[O:42])=[O:41]. (4) The reactants are [O:1]1[C:5]2[CH:6]=[CH:7][C:8]([C:10]3([C:13]([OH:15])=[O:14])[CH2:12][CH2:11]3)=[CH:9][C:4]=2[CH:3]=[CH:2]1. The catalyst is CO.O=[Pt]=O. The product is [O:1]1[C:5]2[CH:6]=[CH:7][C:8]([C:10]3([C:13]([OH:15])=[O:14])[CH2:12][CH2:11]3)=[CH:9][C:4]=2[CH2:3][CH2:2]1. The yield is 0.470.